From a dataset of Catalyst prediction with 721,799 reactions and 888 catalyst types from USPTO. Predict which catalyst facilitates the given reaction. (1) Reactant: O1CCCCC1[O:7][CH2:8][CH2:9][N:10]1[CH:14]=[C:13]([C:15]2[N:20]=[C:19]3[N:21]([CH2:24][C:25]4[CH:26]=[C:27]5[C:32](=[CH:33][CH:34]=4)[N:31]=[CH:30][CH:29]=[CH:28]5)[N:22]=[N:23][C:18]3=[CH:17][CH:16]=2)[CH:12]=[N:11]1.C12(CS(O)(=O)=O)C(C)(C)C(CC1)CC2=O.C(=O)(O)[O-].[Na+]. Product: [N:31]1[C:32]2[C:27](=[CH:26][C:25]([CH2:24][N:21]3[C:19]4=[N:20][C:15]([C:13]5[CH:12]=[N:11][N:10]([CH2:9][CH2:8][OH:7])[CH:14]=5)=[CH:16][CH:17]=[C:18]4[N:23]=[N:22]3)=[CH:34][CH:33]=2)[CH:28]=[CH:29][CH:30]=1. The catalyst class is: 24. (2) Reactant: [Cl:1][C:2]1[C:3]([NH:16][CH:17]2[CH2:22][CH2:21][NH:20][CH2:19][CH:18]2[CH2:23][CH3:24])=[N:4][C:5]([NH:8][C:9]2[C:10]([CH3:15])=[N:11][N:12]([CH3:14])[CH:13]=2)=[N:6][CH:7]=1.C(N(CC)CC)C.Cl[C:33]1[N:38]=[CH:37][C:36]([C:39]#[N:40])=[CH:35][CH:34]=1. Product: [Cl:1][C:2]1[C:3]([NH:16][CH:17]2[CH2:22][CH2:21][N:20]([C:33]3[CH:34]=[CH:35][C:36]([C:39]#[N:40])=[CH:37][N:38]=3)[CH2:19][CH:18]2[CH2:23][CH3:24])=[N:4][C:5]([NH:8][C:9]2[C:10]([CH3:15])=[N:11][N:12]([CH3:14])[CH:13]=2)=[N:6][CH:7]=1. The catalyst class is: 14. (3) Reactant: ClC1[CH:3]=[C:4]([CH:9]=CC=1)[C:5]([O:7]O)=[O:6].P([O-])([O-])(O)=O.[Na+].[Na+].C([C@H:24]([O:28][C:29]([NH:31][CH2:32][C:33]1([CH2:39][C:40]([OH:42])=[O:41])[CH2:38][CH2:37][CH2:36][CH2:35][CH2:34]1)=[O:30])[CH:25]([CH3:27])[CH3:26])(=O)C(C)C.Cl. Product: [C:5]([O:7][C@H:24]([O:28][C:29]([NH:31][CH2:32][C:33]1([CH2:39][C:40]([OH:42])=[O:41])[CH2:34][CH2:35][CH2:36][CH2:37][CH2:38]1)=[O:30])[CH:25]([CH3:26])[CH3:27])(=[O:6])[CH:4]([CH3:9])[CH3:3]. The catalyst class is: 46. (4) The catalyst class is: 9. Reactant: [N:1]1([C:7]([N:9]2[CH2:14][CH:13]([C:15]3[CH:20]=[CH:19][C:18]([O:21][C:22]([F:25])([F:24])[F:23])=[CH:17][CH:16]=3)[CH2:12][CH:11]([C:26](O)=[O:27])[CH2:10]2)=[O:8])[CH2:6][CH2:5][S:4][CH2:3][CH2:2]1.CN(C(O[N:37]1N=N[C:39]2[CH:40]=[CH:41]C=[N:43][C:38]1=2)=[N+](C)C)C.F[P-](F)(F)(F)(F)F.C(N(CC)C(C)C)(C)C.ON=C(C1CC1)N. Product: [CH:39]1([C:38]2[N:43]=[C:26]([CH:11]3[CH2:12][CH:13]([C:15]4[CH:20]=[CH:19][C:18]([O:21][C:22]([F:24])([F:25])[F:23])=[CH:17][CH:16]=4)[CH2:14][N:9]([C:7]([N:1]4[CH2:2][CH2:3][S:4][CH2:5][CH2:6]4)=[O:8])[CH2:10]3)[O:27][N:37]=2)[CH2:41][CH2:40]1. (5) Reactant: C([O:4][C@@H:5]1[C@@H:10]([O:11]C(=O)C)[C@H:9]([O:15]C(=O)C)[C@@H:8]([O:19][CH3:20])[O:7][C@H:6]1[C:21]1[CH:26]=[CH:25][C:24]([Cl:27])=[C:23]([CH2:28][C:29]2[CH:34]=[CH:33][C:32]([C:35]#[N:36])=[CH:31][CH:30]=2)[CH:22]=1)(=O)C.O.[OH-].[Li+]. Product: [Cl:27][C:24]1[CH:25]=[CH:26][C:21]([C@H:6]2[C@H:5]([OH:4])[C@@H:10]([OH:11])[C@H:9]([OH:15])[C@@H:8]([O:19][CH3:20])[O:7]2)=[CH:22][C:23]=1[CH2:28][C:29]1[CH:34]=[CH:33][C:32]([C:35]#[N:36])=[CH:31][CH:30]=1. The catalyst class is: 87. (6) Reactant: Br[C:2]1[CH:3]=[CH:4][C:5]([CH:18]([O:21][CH3:22])[O:19][CH3:20])=[C:6]([CH:17]=1)[O:7][C:8]1[CH:13]=[CH:12][C:11]([Cl:14])=[C:10]([CH3:15])[C:9]=1[CH3:16].C([Li])CCC.[CH:28](=[O:31])[CH2:29][CH3:30]. Product: [Cl:14][C:11]1[CH:12]=[CH:13][C:8]([O:7][C:6]2[CH:17]=[C:2]([CH:28]([OH:31])[CH2:29][CH3:30])[CH:3]=[CH:4][C:5]=2[CH:18]([O:21][CH3:22])[O:19][CH3:20])=[C:9]([CH3:16])[C:10]=1[CH3:15]. The catalyst class is: 20. (7) Reactant: Br[C:2]1[CH:3]=[C:4]([C:17]([NH:19][CH2:20][C:21]2[C:22](=[O:29])[NH:23][C:24]([CH3:28])=[CH:25][C:26]=2[CH3:27])=[O:18])[C:5]2[CH:10]=[N:9][N:8]([CH:11]3[CH2:16][CH2:15][O:14][CH2:13][CH2:12]3)[C:6]=2[N:7]=1.[CH3:30][C:31]1([CH3:48])[CH2:36][C:35](B2OC(C)(C)C(C)(C)O2)=[CH:34][C:33]([CH3:47])([CH3:46])[NH:32]1.C([O-])([O-])=O.[Na+].[Na+].CCOC(C)=O. Product: [CH3:27][C:26]1[CH:25]=[C:24]([CH3:28])[NH:23][C:22](=[O:29])[C:21]=1[CH2:20][NH:19][C:17]([C:4]1[C:5]2[CH:10]=[N:9][N:8]([CH:11]3[CH2:16][CH2:15][O:14][CH2:13][CH2:12]3)[C:6]=2[N:7]=[C:2]([C:35]2[CH2:34][C:33]([CH3:47])([CH3:46])[NH:32][C:31]([CH3:48])([CH3:30])[CH:36]=2)[CH:3]=1)=[O:18]. The catalyst class is: 77. (8) Reactant: Cl[C:2]1[N:7]=[CH:6][N:5]=[C:4]([NH:8][C:9]2[CH:14]=[CH:13][CH:12]=[C:11]([CH2:15][N:16]3[C:20]4[CH:21]=[CH:22][CH:23]=[CH:24][C:19]=4[N:18]=[C:17]3[CH2:25][N:26]3[CH2:31][CH2:30][O:29][CH2:28][CH2:27]3)[CH:10]=2)[CH:3]=1.[CH3:32][O:33][C:34]1[CH:39]=[CH:38][CH:37]=[CH:36][C:35]=1B(O)O.C([O-])([O-])=O.[Na+].[Na+].O. Product: [CH3:32][O:33][C:34]1[CH:39]=[CH:38][CH:37]=[CH:36][C:35]=1[C:2]1[N:7]=[CH:6][N:5]=[C:4]([NH:8][C:9]2[CH:14]=[CH:13][CH:12]=[C:11]([CH2:15][N:16]3[C:20]4[CH:21]=[CH:22][CH:23]=[CH:24][C:19]=4[N:18]=[C:17]3[CH2:25][N:26]3[CH2:27][CH2:28][O:29][CH2:30][CH2:31]3)[CH:10]=2)[CH:3]=1. The catalyst class is: 216. (9) Reactant: CN(C)C(=O)C.[Cl:7][C:8]1[C:9]([C:14]2[CH:15]=[C:16]3[C:20](=[CH:21][CH:22]=2)[NH:19][N:18]=[C:17]3[NH:23][C:24]([NH2:26])=[S:25])=[N:10][CH:11]=[CH:12][CH:13]=1.Br[CH:28]([CH:31]=O)[CH:29]=[O:30]. Product: [Cl:7][C:8]1[C:9]([C:14]2[CH:15]=[C:16]3[C:20](=[CH:21][CH:22]=2)[NH:19][N:18]=[C:17]3[NH:23][C:24]2[S:25][C:28]([CH:29]=[O:30])=[CH:31][N:26]=2)=[N:10][CH:11]=[CH:12][CH:13]=1. The catalyst class is: 362. (10) Reactant: Cl[C:2]1[N:7]=[CH:6][N:5]=[C:4]([N:8]2[CH2:13][CH2:12][N:11]([C:14]([O:16][C:17]([CH3:20])([CH3:19])[CH3:18])=[O:15])[CH2:10][CH2:9]2)[CH:3]=1.[F:21][C:22]1[C:27]([F:28])=[CH:26][CH:25]=[CH:24][C:23]=1B(O)O.C(=O)([O-])[O-].[Na+].[Na+].C1(C)C=CC=CC=1. Product: [F:21][C:22]1[C:27]([F:28])=[CH:26][CH:25]=[CH:24][C:23]=1[C:2]1[N:7]=[CH:6][N:5]=[C:4]([N:8]2[CH2:13][CH2:12][N:11]([C:14]([O:16][C:17]([CH3:20])([CH3:19])[CH3:18])=[O:15])[CH2:10][CH2:9]2)[CH:3]=1. The catalyst class is: 6.